This data is from Catalyst prediction with 721,799 reactions and 888 catalyst types from USPTO. The task is: Predict which catalyst facilitates the given reaction. (1) Reactant: [Cl:1][C:2]1[CH:11]=[C:10]2[C:5]([CH:6]=[C:7]([C:15]([OH:17])=O)[C:8]3[N:9]2[N:12]=[N:13][N:14]=3)=[CH:4][CH:3]=1.C(Cl)(C(Cl)=O)=O.N1C=CC=CC=1.[NH2:30][O:31][CH:32]1[CH2:37][CH2:36][CH2:35][CH2:34][O:33]1. Product: [Cl:1][C:2]1[CH:11]=[C:10]2[C:5]([CH:6]=[C:7]([C:15]([NH:30][O:31][CH:32]3[CH2:37][CH2:36][CH2:35][CH2:34][O:33]3)=[O:17])[C:8]3[N:9]2[N:12]=[N:13][N:14]=3)=[CH:4][CH:3]=1. The catalyst class is: 59. (2) Reactant: [NH2:1][C:2]1[CH:3]=[C:4]([C:15]([O:17][CH3:18])=[O:16])[C:5]2[O:9][C:8]([CH3:11])([CH3:10])[CH2:7][C:6]=2[C:12]=1[NH:13][CH3:14].[Cl:19][C:20]1[CH:25]=[CH:24][CH:23]=[C:22]([F:26])[C:21]=1[N:27]=[C:28]=S. Product: [Cl:19][C:20]1[CH:25]=[CH:24][CH:23]=[C:22]([F:26])[C:21]=1[NH:27][C:28]1[N:13]([CH3:14])[C:12]2[C:6]3[CH2:7][C:8]([CH3:11])([CH3:10])[O:9][C:5]=3[C:4]([C:15]([O:17][CH3:18])=[O:16])=[CH:3][C:2]=2[N:1]=1. The catalyst class is: 10. (3) Reactant: [Cl:1][C:2]1[CH:7]=[CH:6][C:5]([CH2:8][C:9]([NH2:11])=[S:10])=[CH:4][CH:3]=1.[Cl:12][CH:13](Cl)[C:14](=O)[CH3:15].C(=O)([O-])O.[Na+]. Product: [Cl:1][C:2]1[CH:3]=[CH:4][C:5]([CH2:8][C:9]2[S:10][CH:15]=[C:14]([CH2:13][Cl:12])[N:11]=2)=[CH:6][CH:7]=1. The catalyst class is: 12.